From a dataset of Peptide-MHC class II binding affinity with 134,281 pairs from IEDB. Regression. Given a peptide amino acid sequence and an MHC pseudo amino acid sequence, predict their binding affinity value. This is MHC class II binding data. (1) The peptide sequence is VKLSALTLKGTSYKI. The MHC is DRB1_0404 with pseudo-sequence DRB1_0404. The binding affinity (normalized) is 0.0843. (2) The peptide sequence is KHIVWASRELERFAV. The MHC is DRB1_0405 with pseudo-sequence DRB1_0405. The binding affinity (normalized) is 0.176. (3) The peptide sequence is GNQAANVEATSYALL. The binding affinity (normalized) is 0.362. The MHC is DRB1_0101 with pseudo-sequence DRB1_0101. (4) The peptide sequence is GGLPLAGAGGAGAGP. The MHC is DRB1_0101 with pseudo-sequence DRB1_0101. The binding affinity (normalized) is 0.588. (5) The peptide sequence is LDSWWTSLNFLGGSP. The MHC is DRB1_0301 with pseudo-sequence DRB1_0301. The binding affinity (normalized) is 0. (6) The peptide sequence is FIHFFTWGTMFVPKY. The MHC is DRB1_0802 with pseudo-sequence DRB1_0802. The binding affinity (normalized) is 0.313.